Dataset: NCI-60 drug combinations with 297,098 pairs across 59 cell lines. Task: Regression. Given two drug SMILES strings and cell line genomic features, predict the synergy score measuring deviation from expected non-interaction effect. Drug 1: C1CC(C1)(C(=O)O)C(=O)O.[NH2-].[NH2-].[Pt+2]. Drug 2: CC1C(C(CC(O1)OC2CC(CC3=C2C(=C4C(=C3O)C(=O)C5=CC=CC=C5C4=O)O)(C(=O)C)O)N)O. Cell line: SK-MEL-5. Synergy scores: CSS=62.0, Synergy_ZIP=-1.52, Synergy_Bliss=0.461, Synergy_Loewe=2.43, Synergy_HSA=3.50.